The task is: Predict the product of the given reaction.. This data is from Forward reaction prediction with 1.9M reactions from USPTO patents (1976-2016). (1) Given the reactants [C:1]([C:3]1[C@@H:8]([C:9]2[CH:14]=[CH:13][C:12]([C:15]#[N:16])=[CH:11][CH:10]=2)[N:7]2[N:17]=[C:18]([N:20]([CH2:31][CH3:32])C(=O)OCC3C=CC=CC=3)[N:19]=[C:6]2[N:5]([C:33]2[CH:38]=[CH:37][CH:36]=[C:35]([C:39]([F:42])([F:41])[F:40])[CH:34]=2)[C:4]=1[CH3:43])#[N:2], predict the reaction product. The product is: [C:15]([C:12]1[CH:11]=[CH:10][C:9]([C@H:8]2[N:7]3[N:17]=[C:18]([NH:20][CH2:31][CH3:32])[N:19]=[C:6]3[N:5]([C:33]3[CH:38]=[CH:37][CH:36]=[C:35]([C:39]([F:41])([F:42])[F:40])[CH:34]=3)[C:4]([CH3:43])=[C:3]2[C:1]#[N:2])=[CH:14][CH:13]=1)#[N:16]. (2) Given the reactants Br[C:2]1[CH:7]=[CH:6][C:5]([C:8]([CH3:11])([CH3:10])[CH3:9])=[CH:4][C:3]=1[N+:12]([O-])=O.[H][H], predict the reaction product. The product is: [C:8]([C:5]1[CH:4]=[C:3]([NH2:12])[CH:2]=[CH:7][CH:6]=1)([CH3:11])([CH3:9])[CH3:10]. (3) Given the reactants C[O:2][C:3]1[CH:4]=[C:5]2[C:10](=[CH:11][C:12]=1[CH3:13])[C:9](=[O:14])[CH2:8][CH2:7][C:6]2([CH3:16])[CH3:15].[C-]#N.[Na+].C#N.Cl, predict the reaction product. The product is: [OH:2][C:3]1[CH:4]=[C:5]2[C:10](=[CH:11][C:12]=1[CH3:13])[C:9](=[O:14])[CH2:8][CH2:7][C:6]2([CH3:16])[CH3:15]. (4) Given the reactants Br[C:2]1[CH:3]=[C:4]([O:9][CH2:10][C:11]2[C:16]([F:17])=[CH:15][CH:14]=[C:13]([F:18])[C:12]=2[Cl:19])[C:5]([NH2:8])=[N:6][CH:7]=1.CC1(C)C(C)(C)OB([C:28]2[CH:33]=[CH:32][C:31]([N:34]3[CH2:38][CH2:37][CH2:36][S:35]3(=[O:40])=[O:39])=[CH:30][CH:29]=2)O1, predict the reaction product. The product is: [Cl:19][C:12]1[C:13]([F:18])=[CH:14][CH:15]=[C:16]([F:17])[C:11]=1[CH2:10][O:9][C:4]1[C:5]([NH2:8])=[N:6][CH:7]=[C:2]([C:28]2[CH:29]=[CH:30][C:31]([N:34]3[CH2:38][CH2:37][CH2:36][S:35]3(=[O:40])=[O:39])=[CH:32][CH:33]=2)[CH:3]=1. (5) Given the reactants [NH2:1][C:2]1[CH:3]=[CH:4][C:5]([Br:13])=[C:6]2[C:10]=1[C:9](=[O:11])[NH:8][CH:7]2O.FC(F)(F)C(O)=O.C([SiH](CC)CC)C.O, predict the reaction product. The product is: [NH2:1][C:2]1[CH:3]=[CH:4][C:5]([Br:13])=[C:6]2[C:10]=1[C:9](=[O:11])[NH:8][CH2:7]2. (6) Given the reactants [F:1][C:2]1[CH:7]=[CH:6][C:5]([C:8]2[CH:13]=[CH:12][CH:11]=[C:10]([S:14](Cl)(=[O:16])=[O:15])[CH:9]=2)=[CH:4][CH:3]=1.[NH2:18][C:19]1[CH:20]=[C:21]([NH:26][C:27]([NH:29][C:30]2[CH:35]=[CH:34][CH:33]=[CH:32][CH:31]=2)=[O:28])[CH:22]=[CH:23][C:24]=1[Cl:25], predict the reaction product. The product is: [Cl:25][C:24]1[CH:23]=[CH:22][C:21]([NH:26][C:27]([NH:29][C:30]2[CH:35]=[CH:34][CH:33]=[CH:32][CH:31]=2)=[O:28])=[CH:20][C:19]=1[NH:18][S:14]([C:10]1[CH:9]=[C:8]([C:5]2[CH:6]=[CH:7][C:2]([F:1])=[CH:3][CH:4]=2)[CH:13]=[CH:12][CH:11]=1)(=[O:16])=[O:15].